This data is from Full USPTO retrosynthesis dataset with 1.9M reactions from patents (1976-2016). The task is: Predict the reactants needed to synthesize the given product. (1) Given the product [N+:1]([C:4]1[CH:5]=[CH:6][C:7]([CH2:8][NH2:9])=[CH:20][CH:21]=1)([O-:3])=[O:2], predict the reactants needed to synthesize it. The reactants are: [N+:1]([C:4]1[CH:21]=[CH:20][C:7]([CH2:8][N:9]2C(=O)C3C(=CC=CC=3)C2=O)=[CH:6][CH:5]=1)([O-:3])=[O:2].O.NN.C(=O)(O)[O-].[K+]. (2) Given the product [CH:34]1([CH2:37][O:38][C:39]2[CH:47]=[CH:46][C:42]3[O:43][CH2:44][O:45][C:41]=3[C:40]=2[C:48]2[C:49]3[NH:56][CH:55]=[C:54]([C:57]([NH:2][CH2:3][CH2:4][C:5]([N:7]4[CH2:12][CH2:11][CH:10]([N:13]5[N:22]=[C:21]([C:23]6[CH:28]=[CH:27][C:26]([O:29][CH3:30])=[C:25]([O:31][CH3:32])[CH:24]=6)[C@@H:20]6[C@@H:15]([CH2:16][CH2:17][CH2:18][CH2:19]6)[C:14]5=[O:33])[CH2:9][CH2:8]4)=[O:6])=[O:58])[C:50]=3[N:51]=[CH:52][N:53]=2)[CH2:35][CH2:36]1, predict the reactants needed to synthesize it. The reactants are: Cl.[NH2:2][CH2:3][CH2:4][C:5]([N:7]1[CH2:12][CH2:11][CH:10]([N:13]2[N:22]=[C:21]([C:23]3[CH:28]=[CH:27][C:26]([O:29][CH3:30])=[C:25]([O:31][CH3:32])[CH:24]=3)[C@@H:20]3[C@@H:15]([CH2:16][CH2:17][CH2:18][CH2:19]3)[C:14]2=[O:33])[CH2:9][CH2:8]1)=[O:6].[CH:34]1([CH2:37][O:38][C:39]2[CH:47]=[CH:46][C:42]3[O:43][CH2:44][O:45][C:41]=3[C:40]=2[C:48]2[C:49]3[NH:56][CH:55]=[C:54]([C:57](O)=[O:58])[C:50]=3[N:51]=[CH:52][N:53]=2)[CH2:36][CH2:35]1.CN(C(ON1N=NC2C=CC=CC1=2)=[N+](C)C)C.F[P-](F)(F)(F)(F)F.CCN(C(C)C)C(C)C. (3) Given the product [CH3:1][O:2][C:3]1[C:12]([CH3:13])=[C:11]2[C:6]([C:7]([O:22][CH2:23][CH2:24][C@@H:25]3[NH:39][C:38](=[O:40])[N:37]([CH3:41])[CH2:36][CH2:35][CH2:34][CH2:33][CH:32]=[CH:31][C@H:30]4[C@@:28]([C:42]([OH:44])=[O:43])([CH2:29]4)[NH:27][C:26]3=[O:47])=[CH:8][C:9]([N:14]3[CH:18]=[CH:17][C:16]([CH:19]([CH3:20])[CH3:21])=[N:15]3)=[N:10]2)=[CH:5][CH:4]=1, predict the reactants needed to synthesize it. The reactants are: [CH3:1][O:2][C:3]1[C:12]([CH3:13])=[C:11]2[C:6]([C:7]([O:22][CH2:23][CH2:24][C@@H:25]3[NH:39][C:38](=[O:40])[N:37]([CH3:41])[CH2:36][CH2:35][CH2:34][CH2:33][CH:32]=[CH:31][C@H:30]4[C@@:28]([C:42]([O:44]CC)=[O:43])([CH2:29]4)[NH:27][C:26]3=[O:47])=[CH:8][C:9]([N:14]3[CH:18]=[CH:17][C:16]([CH:19]([CH3:21])[CH3:20])=[N:15]3)=[N:10]2)=[CH:5][CH:4]=1.C(C1N=C(C2C=C(OCC[C@@H]3NC(=O)N(C)CCCCC=C[C@H]4[C@@](C(O)=O)(C4)NC3=O)C3C(=C(C)C(OC)=CC=3)N=2)SC=1)(C)C. (4) Given the product [Cl:16][C:17]1[C:22]([N+:23]([O-:25])=[O:24])=[C:21]([NH:1][CH2:2][CH:3]2[CH2:8][CH2:7][N:6]([C:9]([O:11][C:12]([CH3:15])([CH3:14])[CH3:13])=[O:10])[CH2:5][CH2:4]2)[CH:20]=[C:19]([CH2:27][CH2:28][CH2:29][CH2:30][CH3:31])[N:18]=1, predict the reactants needed to synthesize it. The reactants are: [NH2:1][CH2:2][CH:3]1[CH2:8][CH2:7][N:6]([C:9]([O:11][C:12]([CH3:15])([CH3:14])[CH3:13])=[O:10])[CH2:5][CH2:4]1.[Cl:16][C:17]1[C:22]([N+:23]([O-:25])=[O:24])=[C:21](Cl)[CH:20]=[C:19]([CH2:27][CH2:28][CH2:29][CH2:30][CH3:31])[N:18]=1.C(N(CC)CC)C. (5) The reactants are: [C:1]([Si:5]([C:39]1[CH:44]=[CH:43][CH:42]=[CH:41][CH:40]=1)([C:33]1[CH:38]=[CH:37][CH:36]=[CH:35][CH:34]=1)[O:6][CH2:7][C:8]([C:11]1[CH:15]=[C:14]([NH:16][C:17](=[O:32])[C:18]([S:21]([CH2:24][CH:25]2[CH2:30][CH2:29][CH:28]([OH:31])[CH2:27][CH2:26]2)(=[O:23])=[O:22])([CH3:20])[CH3:19])[O:13][N:12]=1)([CH3:10])[CH3:9])([CH3:4])([CH3:3])[CH3:2].[Cr](Cl)([O-])(=O)=O.[NH+]1C=CC=CC=1. Given the product [C:1]([Si:5]([C:33]1[CH:34]=[CH:35][CH:36]=[CH:37][CH:38]=1)([C:39]1[CH:44]=[CH:43][CH:42]=[CH:41][CH:40]=1)[O:6][CH2:7][C:8]([C:11]1[CH:15]=[C:14]([NH:16][C:17](=[O:32])[C:18]([CH3:20])([S:21]([CH2:24][CH:25]2[CH2:30][CH2:29][C:28](=[O:31])[CH2:27][CH2:26]2)(=[O:23])=[O:22])[CH3:19])[O:13][N:12]=1)([CH3:10])[CH3:9])([CH3:2])([CH3:3])[CH3:4], predict the reactants needed to synthesize it.